The task is: Predict the reaction yield, written as a fraction of the theoretical maximum amount of product (1.0 means a 100% yield; for example, 0.34 means a 34% yield).. This data is from Reaction yield outcomes from USPTO patents with 853,638 reactions. The reactants are Br[C:2]1[CH:3]=[C:4]([NH2:8])[CH:5]=[N:6][CH:7]=1.[CH3:9][N:10]([CH3:14])[CH2:11][C:12]#[CH:13]. The catalyst is Cl[Pd](Cl)([P](C1C=CC=CC=1)(C1C=CC=CC=1)C1C=CC=CC=1)[P](C1C=CC=CC=1)(C1C=CC=CC=1)C1C=CC=CC=1.[Cu](I)I. The product is [CH3:9][N:10]([CH3:14])[CH2:11][C:12]#[C:13][C:2]1[CH:3]=[C:4]([NH2:8])[CH:5]=[N:6][CH:7]=1. The yield is 0.540.